This data is from Full USPTO retrosynthesis dataset with 1.9M reactions from patents (1976-2016). The task is: Predict the reactants needed to synthesize the given product. (1) Given the product [Cl-:1].[Cl:32][C:29]1[CH:30]=[CH:31][C:26]([CH2:25][C@H:23]([NH2+:24][CH2:20][CH:17]([CH3:19])[CH3:18])[CH2:22][Cl:38])=[CH:27][CH:28]=1, predict the reactants needed to synthesize it. The reactants are: [Cl:1]C1C=CC(C[C@H](N)CO)=CC=1.OCCN.[CH:17]([CH:20]1[NH:24][C@@H:23]([CH2:25][C:26]2[CH:31]=[CH:30][C:29]([Cl:32])=[CH:28][CH:27]=2)[CH2:22]O1)([CH3:19])[CH3:18].O1CCNC1.[Cl:38]C1C=CC(C[C@H](NCC(C)C)CO)=CC=1.O=S(Cl)Cl. (2) Given the product [CH2:2]([OH:88])[C@H:3]1[O:8][C@@H:7]2[O:9][C@H:10]3[C@H:15]([OH:16])[C@@H:14]([OH:17])[C@@H:13]([O:18][C@H:19]4[C@H:24]([OH:25])[C@@H:23]([OH:26])[C@@H:22]([O:27][C@H:28]5[C@H:33]([OH:34])[C@@H:32]([OH:35])[CH:31]([O:36][CH:37]6[C@H:42]([OH:43])[C@@H:41]([OH:44])[CH:40]([CH:45]7[C@H:50]([OH:51])[C@@H:49]([OH:52])[CH:48]([O:53][C@H:54]8[C@H:59]([OH:60])[C@@H:58]([OH:61])[C@@H:57]([O:62][C@H:63]9[C@H:69]([OH:70])[C@@H:68]([OH:71])[C@@H:66]([O:67][C@H:4]1[C@H:5]([OH:87])[C@H:6]2[OH:86])[O:65][C@@H:64]9[CH2:72][OH:73])[O:56][C@@H:55]8[CH2:74][OH:75])[O:47][C@@H:46]7[CH2:76][OH:77])[O:39][C@@H:38]6[CH2:78][OH:79])[O:30][C@@H:29]5[CH2:80][OH:81])[O:21][C@@H:20]4[CH2:82][OH:83])[O:12][C@@H:11]3[CH2:84][OH:85].[Ce:1], predict the reactants needed to synthesize it. The reactants are: [Ce:1].[CH2:2]([OH:88])[C@H:3]1[O:8][C@@H:7]2[O:9][C@H:10]3[C@H:15]([OH:16])[C@@H:14]([OH:17])[C@@H:13]([O:18][C@H:19]4[C@H:24]([OH:25])[C@@H:23]([OH:26])[C@@H:22]([O:27][C@H:28]5[C@H:33]([OH:34])[C@@H:32]([OH:35])[CH:31]([O:36][CH:37]6[C@H:42]([OH:43])[C@@H:41]([OH:44])[CH:40]([CH:45]7[C@H:50]([OH:51])[C@@H:49]([OH:52])[CH:48]([O:53][C@H:54]8[C@H:59]([OH:60])[C@@H:58]([OH:61])[C@@H:57]([O:62][C@H:63]9[C@H:69]([OH:70])[C@@H:68]([OH:71])[C@@H:66]([O:67][C@H:4]1[C@H:5]([OH:87])[C@H:6]2[OH:86])[O:65][C@@H:64]9[CH2:72][OH:73])[O:56][C@@H:55]8[CH2:74][OH:75])[O:47][C@@H:46]7[CH2:76][OH:77])[O:39][C@@H:38]6[CH2:78][OH:79])[O:30][C@@H:29]5[CH2:80][OH:81])[O:21][C@@H:20]4[CH2:82][OH:83])[O:12][C@@H:11]3[CH2:84][OH:85].